From a dataset of Forward reaction prediction with 1.9M reactions from USPTO patents (1976-2016). Predict the product of the given reaction. (1) The product is: [CH2:15]([O:14][C:12]([C:8]1[S:9][C:10]2[NH:11][C:34](=[O:35])[N:33]([CH2:36][CH2:37][C:38]3[CH:43]=[CH:42][CH:41]=[CH:40][CH:39]=3)[C:4](=[O:5])[C:6]=2[C:7]=1[CH3:22])=[O:13])[C:16]1[CH:17]=[CH:18][CH:19]=[CH:20][CH:21]=1. Given the reactants C(O[C:4]([C:6]1[C:7]([CH3:22])=[C:8]([C:12]([O:14][CH2:15][C:16]2[CH:21]=[CH:20][CH:19]=[CH:18][CH:17]=2)=[O:13])[S:9][C:10]=1[NH2:11])=[O:5])C.O1CCOCC1.[H-].[Na+].[H][H].[N:33]([CH2:36][CH2:37][C:38]1[CH:43]=[CH:42][CH:41]=[CH:40][CH:39]=1)=[C:34]=[O:35], predict the reaction product. (2) Given the reactants C[C:2]1[CH:3]=[CH:4][C:5]([N:11]2[N:15]=[CH:14][CH:13]=[N:12]2)=[C:6]([CH:10]=1)[C:7]([OH:9])=[O:8].BrC1C=CC([F:26])=CC=1C(O)=O, predict the reaction product. The product is: [F:26][C:2]1[CH:3]=[CH:4][C:5]([N:11]2[N:15]=[CH:14][CH:13]=[N:12]2)=[C:6]([CH:10]=1)[C:7]([OH:9])=[O:8]. (3) Given the reactants [CH:1]([C:3]1[CH:11]=[C:7]([C:8]([OH:10])=[O:9])[C:6]([OH:12])=[CH:5][CH:4]=1)=[O:2].S(Cl)(Cl)=O.[CH3:17]O, predict the reaction product. The product is: [CH:1]([C:3]1[CH:11]=[C:7]([C:8]([O:10][CH3:17])=[O:9])[C:6]([OH:12])=[CH:5][CH:4]=1)=[O:2]. (4) Given the reactants [C:1]1(=O)[CH2:7][CH2:6][CH2:5][CH2:4][C:3](=[O:8])[CH2:2]1.C([O-])(=O)C.[Na+].BrBr.[NH2:17][C:18]([NH2:20])=[S:19], predict the reaction product. The product is: [NH2:20][C:18]1[S:19][C:2]2[C:3](=[O:8])[CH2:4][CH2:5][CH2:6][CH2:7][C:1]=2[N:17]=1. (5) Given the reactants [CH3:1][C:2]1[C:6]([CH2:7][C:8]2[S:22][C:11]3[N:12]([CH:19]([CH3:21])[CH3:20])[C:13](=[O:18])[N:14]([CH3:17])[C:15](=[O:16])[C:10]=3[C:9]=2[C:23]([N:25]2[CH2:29][C@H:28]([OH:30])[CH2:27][O:26]2)=[O:24])=[C:5]([CH3:31])[NH:4][N:3]=1.Br[C:33]1[S:34][CH:35]=[CH:36][N:37]=1.[C@@H]1(N)CCCC[C@H]1N.C(=O)([O-])[O-].[K+].[K+], predict the reaction product. The product is: [CH3:1][C:2]1[C:6]([CH2:7][C:8]2[S:22][C:11]3[N:12]([CH:19]([CH3:21])[CH3:20])[C:13](=[O:18])[N:14]([CH3:17])[C:15](=[O:16])[C:10]=3[C:9]=2[C:23]([N:25]2[CH2:29][C@H:28]([OH:30])[CH2:27][O:26]2)=[O:24])=[C:5]([CH3:31])[N:4]([C:33]2[S:34][CH:35]=[CH:36][N:37]=2)[N:3]=1. (6) Given the reactants [CH2:1]([O:8][CH2:9][N:10]1[C:14]2[CH:15]=[N:16][NH:17][C:18](=[O:19])[C:13]=2[CH:12]=[C:11]1[Br:20])[C:2]1[CH:7]=[CH:6][CH:5]=[CH:4][CH:3]=1.C(N(CC)C(C)C)(C)C.[CH3:30][Si:31]([CH3:38])([CH3:37])[CH2:32][CH2:33][O:34][CH2:35]Cl, predict the reaction product. The product is: [CH2:1]([O:8][CH2:9][N:10]1[C:14]2[CH:15]=[N:16][N:17]([CH2:35][O:34][CH2:33][CH2:32][Si:31]([CH3:38])([CH3:37])[CH3:30])[C:18](=[O:19])[C:13]=2[CH:12]=[C:11]1[Br:20])[C:2]1[CH:3]=[CH:4][CH:5]=[CH:6][CH:7]=1. (7) Given the reactants NCCN[C:5]([C:7]1[S:8][CH:9]=[CH:10][C:11]=1[NH:12][C:13]1[CH:18]=[CH:17][N:16]=[C:15]2[NH:19][CH:20]=[CH:21][C:14]=12)=[O:6].[NH2:22][CH2:23][C@H:24]1[CH2:28][CH2:27][CH2:26][N:25]1[C:29]([O:31][C:32]([CH3:35])([CH3:34])[CH3:33])=[O:30], predict the reaction product. The product is: [C:32]([O:31][C:29]([N:25]1[CH2:26][CH2:27][CH2:28][C@@H:24]1[CH2:23][NH:22][C:5]([C:7]1[S:8][CH:9]=[CH:10][C:11]=1[NH:12][C:13]1[CH:18]=[CH:17][N:16]=[C:15]2[NH:19][CH:20]=[CH:21][C:14]=12)=[O:6])=[O:30])([CH3:35])([CH3:34])[CH3:33]. (8) Given the reactants [F:1][C:2]1[CH:3]=[C:4]([C:29]2[C:30]([C:35]#[N:36])=[CH:31][CH:32]=[CH:33][CH:34]=2)[CH:5]=[CH:6][C:7]=1[CH2:8][C:9]1[C:10](=[O:28])[N:11]([C@H:21]2[CH2:26][CH2:25][C@H:24]([OH:27])[CH2:23][CH2:22]2)[C:12]2[N:13]([N:18]=[CH:19][N:20]=2)[C:14]=1[CH2:15][CH2:16][CH3:17].[N+](=[C:39]([CH2:45][CH:46]=[CH2:47])[C:40]([O:42][CH2:43][CH3:44])=[O:41])=[N-], predict the reaction product. The product is: [C:35]([C:30]1[CH:31]=[CH:32][CH:33]=[CH:34][C:29]=1[C:4]1[CH:5]=[CH:6][C:7]([CH2:8][C:9]2[C:10](=[O:28])[N:11]([C@H:21]3[CH2:26][CH2:25][C@H:24]([O:27][CH:39]([CH2:45][CH:46]=[CH2:47])[C:40]([O:42][CH2:43][CH3:44])=[O:41])[CH2:23][CH2:22]3)[C:12]3[N:13]([N:18]=[CH:19][N:20]=3)[C:14]=2[CH2:15][CH2:16][CH3:17])=[C:2]([F:1])[CH:3]=1)#[N:36].